Dataset: Full USPTO retrosynthesis dataset with 1.9M reactions from patents (1976-2016). Task: Predict the reactants needed to synthesize the given product. (1) Given the product [CH2:5]([Si:7]([O:2][PH:1](=[O:4])[O:3][Si:7]([CH2:5][CH3:6])([CH2:16][CH3:17])[CH2:18][CH3:19])([CH2:18][CH3:19])[CH2:16][CH3:17])[CH3:6], predict the reactants needed to synthesize it. The reactants are: [P:1]([OH:4])([OH:3])[OH:2].[CH2:5]([Si:7]([CH2:18][CH3:19])([CH2:16][CH3:17])O[Si:7]([CH2:18][CH3:19])([CH2:16][CH3:17])[CH2:5][CH3:6])[CH3:6]. (2) Given the product [C:23]([O:27][C:28]([N:30]1[CH2:35][CH2:34][CH:33]([S:36][C:42]2[CH:41]=[N:40][C:39]([NH2:38])=[CH:44][CH:43]=2)[CH2:32][CH2:31]1)=[O:29])([CH3:26])([CH3:24])[CH3:25], predict the reactants needed to synthesize it. The reactants are: CC1C=CC2C(=C3C(=CC=2)C=CC(C)=N3)N=1.CC(C)([O-])C.[Na+].[C:23]([O:27][C:28]([N:30]1[CH2:35][CH2:34][CH:33]([SH:36])[CH2:32][CH2:31]1)=[O:29])([CH3:26])([CH3:25])[CH3:24].[Mg].[NH2:38][C:39]1[CH:44]=[CH:43][C:42](I)=[CH:41][N:40]=1. (3) Given the product [Br:1][C:2]1[CH:3]=[C:4]([F:10])[C:5]([O:9][CH2:50][CH2:49][CH2:48][S:47][CH3:46])=[CH:6][C:7]=1[F:8], predict the reactants needed to synthesize it. The reactants are: [Br:1][C:2]1[C:7]([F:8])=[CH:6][C:5]([OH:9])=[C:4]([F:10])[CH:3]=1.N(C(OC(C)(C)C)=O)=NC(OC(C)(C)C)=O.C1(P(C2C=CC=CC=2)C2C=CC=CC=2)C=CC=CC=1.[CH3:46][S:47][CH2:48][CH2:49][CH2:50]O.